From a dataset of Reaction yield outcomes from USPTO patents with 853,638 reactions. Predict the reaction yield, written as a fraction of the theoretical maximum amount of product (1.0 means a 100% yield; for example, 0.34 means a 34% yield). (1) The reactants are [N+:1]([O-:4])(O)=[O:2].[Cl:5][C:6]1[C:11]2[O:12][C:13]3[C:22]([CH3:23])=[CH:21][C:20]([C:24]([OH:26])=[O:25])=[CH:19][C:14]=3[S:15](=[O:18])(=[O:17])[CH2:16][C:10]=2[CH:9]=[CH:8][CH:7]=1.OS(O)(=O)=O. No catalyst specified. The product is [Cl:5][C:6]1[C:11]2[O:12][C:13]3[C:22]([CH3:23])=[CH:21][C:20]([C:24]([OH:26])=[O:25])=[CH:19][C:14]=3[S:15](=[O:17])(=[O:18])[CH2:16][C:10]=2[CH:9]=[C:8]([N+:1]([O-:4])=[O:2])[CH:7]=1. The yield is 0.730. (2) The reactants are [CH2:1]1[O:12][CH:4]([C:5]2[CH:10]=[CH:9][CH:8]=[C:7]([NH2:11])[CH:6]=2)[O:3][CH2:2]1.[Cl:13][C:14]1[CH:22]=[CH:21][C:17]([C:18](Cl)=[O:19])=[CH:16][CH:15]=1. The catalyst is CCOC(C)=O. The product is [Cl:13][C:14]1[CH:22]=[CH:21][C:17]([C:18]([NH:11][C:7]2[CH:8]=[CH:9][CH:10]=[C:5]([CH:4]3[O:3][CH2:2][CH2:1][O:12]3)[CH:6]=2)=[O:19])=[CH:16][CH:15]=1. The yield is 0.780. (3) The reactants are [CH3:1][N:2]([CH3:22])[C:3]1[N:7]=[C:6]([N:8]2[CH2:13][CH2:12][CH:11]([NH:14]C(=O)OC(C)(C)C)[CH2:10][CH2:9]2)[S:5][N:4]=1.C(O)(C(F)(F)F)=O. The catalyst is C(Cl)Cl. The product is [NH2:14][CH:11]1[CH2:12][CH2:13][N:8]([C:6]2[S:5][N:4]=[C:3]([N:2]([CH3:22])[CH3:1])[N:7]=2)[CH2:9][CH2:10]1. The yield is 0.990. (4) The reactants are [Br:1][C:2]1[N:6]([CH:7]([CH3:9])[CH3:8])[N:5]=[CH:4][C:3]=1[CH2:10][C:11]1(C(O)=O)[CH2:16][CH2:15][N:14]([C:17]([O:19][C:20]([CH3:23])([CH3:22])[CH3:21])=[O:18])[CH2:13][CH2:12]1.C1(P(N=[N+]=[N-])(C2C=CC=CC=2)=[O:34])C=CC=CC=1.C([N:46]([CH2:49]C)CC)C. The catalyst is C1(C)C=CC=CC=1. The product is [Br:1][C:2]1[N:6]([CH:7]([CH3:9])[CH3:8])[N:5]=[CH:4][C:3]=1[CH2:10][C:11]1([N:46]=[C:49]=[O:34])[CH2:16][CH2:15][N:14]([C:17]([O:19][C:20]([CH3:23])([CH3:21])[CH3:22])=[O:18])[CH2:13][CH2:12]1. The yield is 1.00. (5) The reactants are [NH2:1][CH:2]1[CH2:5][N:4]([C:6]2[S:7][C:8]3[C:14]([C:15]([O:17][CH2:18][CH3:19])=[O:16])=[CH:13][CH:12]=[CH:11][C:9]=3[N:10]=2)[CH2:3]1.[Cl:20][C:21]1[N:22]=[C:23]([C:28](O)=[O:29])[NH:24][C:25]=1[CH2:26][CH3:27].CCN=C=NCCCN(C)C.Cl.ON1C2C=CC=CC=2N=N1.CN1CCOCC1. No catalyst specified. The product is [Cl:20][C:21]1[N:22]=[C:23]([C:28]([NH:1][CH:2]2[CH2:5][N:4]([C:6]3[S:7][C:8]4[C:14]([C:15]([O:17][CH2:18][CH3:19])=[O:16])=[CH:13][CH:12]=[CH:11][C:9]=4[N:10]=3)[CH2:3]2)=[O:29])[NH:24][C:25]=1[CH2:26][CH3:27]. The yield is 0.850. (6) The reactants are [NH2:1][C:2]1[CH:15]=[CH:14][C:13]([N+:16]([O-:18])=[O:17])=[CH:12][C:3]=1[C:4]([C:6]1[CH:11]=[CH:10][CH:9]=[CH:8][CH:7]=1)=O.[NH2:19][C:20](N)=S. The catalyst is CS(C)=O. The product is [C:6]1([C:4]2[C:3]3[C:2](=[CH:15][CH:14]=[C:13]([N+:16]([O-:18])=[O:17])[CH:12]=3)[N:1]=[CH:20][N:19]=2)[CH:11]=[CH:10][CH:9]=[CH:8][CH:7]=1. The yield is 0.397.